From a dataset of Forward reaction prediction with 1.9M reactions from USPTO patents (1976-2016). Predict the product of the given reaction. (1) Given the reactants C([O:8][C:9]1[CH:10]=[CH:11][C:12]([CH2:21][CH2:22][NH:23][C:24](=[O:26])[CH3:25])=[C:13]([C:15]2[CH:20]=[CH:19][CH:18]=[CH:17][CH:16]=2)[CH:14]=1)C1C=CC=CC=1, predict the reaction product. The product is: [OH:8][C:9]1[CH:10]=[CH:11][C:12]([CH2:21][CH2:22][NH:23][C:24](=[O:26])[CH3:25])=[C:13]([C:15]2[CH:20]=[CH:19][CH:18]=[CH:17][CH:16]=2)[CH:14]=1. (2) The product is: [Cl:1][C:2]1[C:3]([CH3:46])=[N:4][O:5][C:6]=1[N:7]([CH2:40][O:41][CH2:42][CH2:43][O:44][CH3:45])[S:8]([C:11]1[C:19]2[C:14](=[N:15][CH:16]=[CH:17][CH:18]=2)[S:13][C:12]=1[CH2:20][C:21]1[CH:26]=[C:25]2[O:27][CH2:28][O:29][C:24]2=[CH:23][C:22]=1[CH2:30][CH2:31][O:32][C:33](=[O:35])[CH3:34])(=[O:9])=[O:10]. Given the reactants [Cl:1][C:2]1[C:3]([CH3:46])=[N:4][O:5][C:6]=1[N:7]([CH2:40][O:41][CH2:42][CH2:43][O:44][CH3:45])[S:8]([C:11]1[C:19]2[C:14](=[N:15][CH:16]=[CH:17][CH:18]=2)[S:13][C:12]=1[CH:20](OC(=O)C)[C:21]1[CH:26]=[C:25]2[O:27][CH2:28][O:29][C:24]2=[CH:23][C:22]=1[CH2:30][CH2:31][O:32][C:33](=[O:35])[CH3:34])(=[O:10])=[O:9].C([SiH](CC)CC)C.B(F)(F)F.CCOCC, predict the reaction product. (3) The product is: [F:3][C:4]1[N:8]([C:9]2[CH:10]=[CH:11][CH:12]=[CH:13][CH:14]=2)[N:7]=[C:6]([C:15]([F:17])([F:16])[F:18])[C:5]=1[CH2:19][OH:20]. Given the reactants [BH4-].[Na+].[F:3][C:4]1[N:8]([C:9]2[CH:14]=[CH:13][CH:12]=[CH:11][CH:10]=2)[N:7]=[C:6]([C:15]([F:18])([F:17])[F:16])[C:5]=1[CH:19]=[O:20].O, predict the reaction product. (4) Given the reactants [N:1]1[CH:6]=[CH:5][C:4]([CH:7]([C:9]2[C:18]3[C:13](=[CH:14][CH:15]=[CH:16][CH:17]=3)[C:12](=O)[NH:11][N:10]=2)[CH3:8])=[CH:3][CH:2]=1.O=P12OP3(OP(OP(O3)(O1)=O)(=O)O2)=O.Cl.C(N(CC)CC)C.[Cl:42][C:43]1[CH:49]=[CH:48][C:46]([NH2:47])=[CH:45][CH:44]=1, predict the reaction product. The product is: [Cl:42][C:43]1[CH:49]=[CH:48][C:46]([NH:47][C:12]2[C:13]3[C:18](=[CH:17][CH:16]=[CH:15][CH:14]=3)[C:9]([CH:7]([C:4]3[CH:5]=[CH:6][N:1]=[CH:2][CH:3]=3)[CH3:8])=[N:10][N:11]=2)=[CH:45][CH:44]=1. (5) The product is: [OH:11][N:12]([CH:13]([CH2:14][S:15]([N:18]1[CH2:19][CH2:20][N:21]([C:24]2[CH:25]=[CH:26][C:27]([C:30]#[C:31][C:32]3[CH:37]=[CH:36][CH:35]=[CH:34][CH:33]=3)=[CH:28][CH:29]=2)[CH2:22][CH2:23]1)(=[O:16])=[O:17])[CH2:38][C@@H:39]([C:41]1[CH:42]=[CH:43][CH:44]=[CH:45][CH:46]=1)[CH3:40])[CH:1]=[O:3]. Given the reactants [CH:1]([OH:3])=O.C(OC(=O)C)(=O)C.[OH:11][NH:12][CH:13]([CH2:38][C@@H:39]([C:41]1[CH:46]=[CH:45][CH:44]=[CH:43][CH:42]=1)[CH3:40])[CH2:14][S:15]([N:18]1[CH2:23][CH2:22][N:21]([C:24]2[CH:29]=[CH:28][C:27]([C:30]#[C:31][C:32]3[CH:37]=[CH:36][CH:35]=[CH:34][CH:33]=3)=[CH:26][CH:25]=2)[CH2:20][CH2:19]1)(=[O:17])=[O:16], predict the reaction product. (6) Given the reactants II.[Mg].Br[C:5]1[CH:10]=[CH:9][C:8]([C:11]2[CH:16]=[CH:15][CH:14]=[CH:13][CH:12]=2)=[C:7]([Cl:17])[CH:6]=1.[C:18](=[O:20])=[O:19].Cl, predict the reaction product. The product is: [Cl:17][C:7]1[CH:6]=[C:5]([C:18]([OH:20])=[O:19])[CH:10]=[CH:9][C:8]=1[C:11]1[CH:16]=[CH:15][CH:14]=[CH:13][CH:12]=1.